Predict the reaction yield, written as a fraction of the theoretical maximum amount of product (1.0 means a 100% yield; for example, 0.34 means a 34% yield). From a dataset of Reaction yield outcomes from USPTO patents with 853,638 reactions. The reactants are [NH2:1][C:2]1[CH:3]=[C:4]([CH:18]=[CH:19][CH:20]=1)[O:5][C:6]1[C:15]2[N:14]=[C:13]([CH3:16])[C:12](=[O:17])[NH:11][C:10]=2[N:9]=[CH:8][CH:7]=1.[C:21]([C:25]1[CH:29]=[C:28]([N:30]=[C:31]=[O:32])[N:27]([C:33]2[CH:38]=[CH:37][C:36]([CH3:39])=[CH:35][CH:34]=2)[N:26]=1)([CH3:24])([CH3:23])[CH3:22]. No catalyst specified. The product is [C:21]([C:25]1[CH:29]=[C:28]([NH:30][C:31]([NH:1][C:2]2[CH:20]=[CH:19][CH:18]=[C:4]([O:5][C:6]3[C:15]4[N:14]=[C:13]([CH3:16])[C:12](=[O:17])[NH:11][C:10]=4[N:9]=[CH:8][CH:7]=3)[CH:3]=2)=[O:32])[N:27]([C:33]2[CH:38]=[CH:37][C:36]([CH3:39])=[CH:35][CH:34]=2)[N:26]=1)([CH3:24])([CH3:23])[CH3:22]. The yield is 0.570.